Dataset: Peptide-MHC class I binding affinity with 185,985 pairs from IEDB/IMGT. Task: Regression. Given a peptide amino acid sequence and an MHC pseudo amino acid sequence, predict their binding affinity value. This is MHC class I binding data. (1) The MHC is HLA-A02:01 with pseudo-sequence HLA-A02:01. The peptide sequence is LLFGIKCIK. The binding affinity (normalized) is 0.370. (2) The peptide sequence is SIYAGNTPK. The MHC is HLA-B08:01 with pseudo-sequence YDSEYRNIFTNTDESNLYLSYNYYTWAVDAYTWY. The binding affinity (normalized) is 0.0847. (3) The peptide sequence is QFLSFASLF. The MHC is HLA-A02:19 with pseudo-sequence HLA-A02:19. The binding affinity (normalized) is 0.0847. (4) The peptide sequence is RPKRWLLI. The MHC is HLA-A02:02 with pseudo-sequence HLA-A02:02. The binding affinity (normalized) is 0. (5) The peptide sequence is LAEHISDSI. The MHC is HLA-A33:01 with pseudo-sequence HLA-A33:01. The binding affinity (normalized) is 0. (6) The peptide sequence is NPLVITTSV. The MHC is HLA-B07:02 with pseudo-sequence HLA-B07:02. The binding affinity (normalized) is 0.335. (7) The peptide sequence is SRNKRGVF. The MHC is HLA-B27:05 with pseudo-sequence HLA-B27:05. The binding affinity (normalized) is 0.410. (8) The peptide sequence is ASTPESANL. The MHC is Mamu-A01 with pseudo-sequence Mamu-A01. The binding affinity (normalized) is 0.735.